Dataset: Full USPTO retrosynthesis dataset with 1.9M reactions from patents (1976-2016). Task: Predict the reactants needed to synthesize the given product. Given the product [CH3:1][O:2][C:3]1[CH:4]=[C:5]([CH:23]=[CH:24][C:25]=1[O:26][CH3:27])[CH2:6][CH:7]1[C:16]2[C:11](=[CH:12][C:13]([O:21][CH3:22])=[C:14]([O:17][CH:18]([CH3:20])[CH3:19])[CH:15]=2)[CH2:10][CH2:9][N:8]1[CH2:29][C:30]([NH:44][CH:37]1[C:38]2[C:43](=[CH:42][CH:41]=[CH:40][CH:39]=2)[CH:34]([CH3:33])[CH2:35][CH2:36]1)=[O:31], predict the reactants needed to synthesize it. The reactants are: [CH3:1][O:2][C:3]1[CH:4]=[C:5]([CH:23]=[CH:24][C:25]=1[O:26][CH3:27])[CH2:6][CH:7]1[C:16]2[C:11](=[CH:12][C:13]([O:21][CH3:22])=[C:14]([O:17][CH:18]([CH3:20])[CH3:19])[CH:15]=2)[CH2:10][CH2:9][NH:8]1.Br[CH2:29][C:30](Br)=[O:31].[CH3:33][CH:34]1[C:43]2[C:38](=[CH:39][CH:40]=[CH:41][CH:42]=2)[CH:37]([NH2:44])[CH2:36][CH2:35]1.